This data is from Forward reaction prediction with 1.9M reactions from USPTO patents (1976-2016). The task is: Predict the product of the given reaction. (1) Given the reactants [O:1]1[CH:5]=[CH:4][C:3](B(O)O)=[CH:2]1.[F-].[Cs+].Cl[C:12]1[CH:20]=[C:19]2[C:15]([C:16]([NH:29][C:30](=[O:34])[CH2:31][CH2:32][CH3:33])=[N:17][N:18]2[CH2:21][O:22][CH2:23][CH2:24][Si:25]([CH3:28])([CH3:27])[CH3:26])=[CH:14][CH:13]=1, predict the reaction product. The product is: [O:1]1[CH:5]=[CH:4][C:3]([C:12]2[CH:20]=[C:19]3[C:15]([C:16]([NH:29][C:30](=[O:34])[CH2:31][CH2:32][CH3:33])=[N:17][N:18]3[CH2:21][O:22][CH2:23][CH2:24][Si:25]([CH3:28])([CH3:26])[CH3:27])=[CH:14][CH:13]=2)=[CH:2]1. (2) Given the reactants [C:1]([C:4]1[CH:9]=[CH:8][C:7](B(O)O)=[CH:6][CH:5]=1)(=[O:3])[CH3:2].[CH3:13][O:14][C:15](=[O:23])[C:16]1[CH:21]=[CH:20][CH:19]=[CH:18][C:17]=1Br.C(=O)([O-])[O-].[Na+].[Na+].C(COC)OC.C(O)C, predict the reaction product. The product is: [CH3:13][O:14][C:15]([C:16]1[C:17]([C:7]2[CH:8]=[CH:9][C:4]([C:1](=[O:3])[CH3:2])=[CH:5][CH:6]=2)=[CH:18][CH:19]=[CH:20][CH:21]=1)=[O:23]. (3) Given the reactants [CH3:1][O:2][C:3]1[CH:8]=[CH:7][C:6]([S:9](Cl)(=[O:11])=[O:10])=[CH:5][CH:4]=1.N1C=CC=CC=1.[NH:19]([CH2:26][CH2:27][C:28]1[CH:33]=[CH:32][CH:31]=[CH:30][N:29]=1)[C:20]1[CH:25]=[CH:24][CH:23]=[CH:22][CH:21]=1.O, predict the reaction product. The product is: [CH3:1][O:2][C:3]1[CH:8]=[CH:7][C:6]([S:9]([N:19]([C:20]2[CH:25]=[CH:24][CH:23]=[CH:22][CH:21]=2)[CH2:26][CH2:27][C:28]2[CH:33]=[CH:32][CH:31]=[CH:30][N:29]=2)(=[O:11])=[O:10])=[CH:5][CH:4]=1.